The task is: Binary Classification. Given a miRNA mature sequence and a target amino acid sequence, predict their likelihood of interaction.. This data is from Experimentally validated miRNA-target interactions with 360,000+ pairs, plus equal number of negative samples. (1) The miRNA is hsa-miR-4775 with sequence UUAAUUUUUUGUUUCGGUCACU. The protein sequence of the target gene is MSPLKIHGPIRIRSMQTGITKWKEGSFEIVEKENKVSLVVHYNTGGIPRIFQLSHNIKNVVLRPSGAKQSRLMLTLQDNSFLSIDKVPSKDAEEMRLFLDAVHQNRLPAAMKPSQGSGSFGAILGSRTSQKETSRQLSYSDNQASAKRGSLETKDDIPFRKVLGNPGRGSIKTVAGSGIARTIPSLTSTSTPLRSGLLENRTEKRKRMISTGSELNEDYPKENDSSSNNKAMTDPSRKYLTSSREKQLSLKQSEENRTSGLLPLQSSSFYGSRAGSKEHSSGGTNLDRTNVSSQTPSAKR.... Result: 1 (interaction). (2) The miRNA is hsa-miR-1199-3p with sequence UGCGGCCGGUGCUCAACCUGC. The protein sequence of the target gene is MAHYKAADSKREQFRRYLEKSGVLDTLTKVLVALYEEPEKPTSALDFLKHHLGAATPENPEIELLRLELAEMKEKYEATVEENKKLKAKLVQYEPPQEEKRAE. Result: 0 (no interaction). (3) The miRNA is hsa-miR-107 with sequence AGCAGCAUUGUACAGGGCUAUCA. The protein sequence of the target gene is MAAAVVLAAGLRAARRAVAATGVRGGQVRGAAGVTDGNEVAKAQQATPGGAAPTIFSRILDKSLPADILYEDQQCLVFRDVAPQAPVHFLVIPKKPIPRISQAEEEDQQLLGHLLLVAKQTAKAEGLGDGYRLVINDGKLGAQSVYHLHIHVLGGRQLQWPPG. Result: 0 (no interaction). (4) The miRNA is hsa-miR-6792-3p with sequence CUCCUCCACAGCCCCUGCUCAU. The protein sequence of the target gene is MAAIPSSGSLVATHDYYRRRLGSTSSNSSCSSTECPGEAIPHPPGLPKADPGHWWASFFFGKSTLPFMATVLESAEHSEPPQASSSMTACGLARDAPRKQPGGQSSTASAGPPS. Result: 0 (no interaction). (5) The miRNA is hsa-miR-6853-5p with sequence AGCGUGGGAUGUCCAUGAAGUCAG. The protein sequence of the target gene is MSVASTAAPFHTTSGSSGAISTFSVVDYVVFGLLLVLSLVIGLYHACRGWGHHTVGELLMADRKMGCLPVALSLLATFQSAVAILGAPAEIFRFGTQYWFLGCSYFLGLLIPAHIFIPVFYRLHLTSAYEYLELRFNKAVRICGTVTFIFQMVIYMGVALYAPSLALNAVTGFDLWLSVLALGIVCNIYTALGGLKAVIWTDVFQTLVMFLGQLVVIIVGAARVGGLGHVWNVTSQHGLISGINLDPDPFVRHTFWTLAFGGVFMMLSLYGVNQAQVQRYLSSHSERAAVLSCYAVFPCQ.... Result: 0 (no interaction).